Predict the reaction yield, written as a fraction of the theoretical maximum amount of product (1.0 means a 100% yield; for example, 0.34 means a 34% yield). From a dataset of Reaction yield outcomes from USPTO patents with 853,638 reactions. The reactants are [NH2:1][CH2:2][CH2:3][CH2:4][CH2:5][CH2:6][CH2:7][OH:8].C([O-])([O-])=O.[Na+].[Na+].[C:15](Cl)([O:17][CH2:18][CH:19]1[C:31]2[C:26](=[CH:27][CH:28]=[CH:29][CH:30]=2)[C:25]2[C:20]1=[CH:21][CH:22]=[CH:23][CH:24]=2)=[O:16].Cl. The catalyst is O.O1CCOCC1.CCOC(C)=O. The product is [C:15]([CH:7]([OH:8])[CH2:6][CH2:5][CH2:4][CH2:3][CH2:2][NH2:1])([O:17][CH2:18][CH:19]1[C:20]2[C:25](=[CH:24][CH:23]=[CH:22][CH:21]=2)[C:26]2[C:31]1=[CH:30][CH:29]=[CH:28][CH:27]=2)=[O:16]. The yield is 0.970.